This data is from Catalyst prediction with 721,799 reactions and 888 catalyst types from USPTO. The task is: Predict which catalyst facilitates the given reaction. (1) Reactant: [Br:1][C:2]1[CH:3]=[N:4][C:5]([NH2:8])=[N:6][CH:7]=1.Br.Br[CH:11]([CH2:14][C:15]1[CH:20]=[CH:19][C:18]([O:21][CH3:22])=[CH:17][CH:16]=1)[CH:12]=O. Product: [Br:1][C:2]1[CH:3]=[N:4][C:5]2[N:6]([C:11]([CH2:14][C:15]3[CH:16]=[CH:17][C:18]([O:21][CH3:22])=[CH:19][CH:20]=3)=[CH:12][N:8]=2)[CH:7]=1. The catalyst class is: 8. (2) Reactant: [Se-2:1].[Na+].[Na+].Cl[C:5]1[CH:12]=[CH:11][CH:10]=[CH:9][C:6]=1[C:7]#[N:8].Cl[CH2:14][C:15]#[N:16].C[O-].[Na+]. Product: [NH2:8][C:7]1[C:6]2[CH:9]=[CH:10][CH:11]=[CH:12][C:5]=2[Se:1][C:14]=1[C:15]#[N:16]. The catalyst class is: 656. (3) Reactant: [AlH4-].[Li+].[S:3]1[C:7]2[CH:8]=[CH:9][CH:10]=[CH:11][C:6]=2[N:5]=[C:4]1[NH:12][C:13]1[CH:23]=[CH:22][C:16]([C:17](OCC)=[O:18])=[CH:15][CH:14]=1.C(Cl)Cl.CO. Product: [S:3]1[C:7]2[CH:8]=[CH:9][CH:10]=[CH:11][C:6]=2[N:5]=[C:4]1[NH:12][C:13]1[CH:23]=[CH:22][C:16]([CH2:17][OH:18])=[CH:15][CH:14]=1. The catalyst class is: 20. (4) Product: [CH2:2]([O:9][NH:10][S:19]([C:16]1[CH:15]=[CH:14][C:13]([O:12][CH3:11])=[CH:18][CH:17]=1)(=[O:21])=[O:20])[C:3]1[CH:8]=[CH:7][CH:6]=[CH:5][CH:4]=1. The catalyst class is: 1. Reactant: Cl.[CH2:2]([O:9][NH2:10])[C:3]1[CH:8]=[CH:7][CH:6]=[CH:5][CH:4]=1.[CH3:11][O:12][C:13]1[CH:18]=[CH:17][C:16]([S:19](Cl)(=[O:21])=[O:20])=[CH:15][CH:14]=1.C(N(C(C)C)CC)(C)C.S(Cl)(Cl)(=O)=O.